From a dataset of Forward reaction prediction with 1.9M reactions from USPTO patents (1976-2016). Predict the product of the given reaction. (1) Given the reactants Cl.[CH3:2][O:3][C:4](=[O:14])[C@@H:5]([CH2:7][C:8]1[CH:13]=[CH:12][CH:11]=[CH:10][CH:9]=1)[NH2:6].C(N(CC)CC)C.[CH:22]([C@H:25]1[CH2:30][CH2:29][C@H:28]([C:31](O)=[O:32])[CH2:27][CH2:26]1)([CH3:24])[CH3:23], predict the reaction product. The product is: [CH3:2][O:3][C:4](=[O:14])[C@@H:5]([CH2:7][C:8]1[CH:13]=[CH:12][CH:11]=[CH:10][CH:9]=1)[NH:6][C:31]([C@H:28]1[CH2:29][CH2:30][C@H:25]([CH:22]([CH3:24])[CH3:23])[CH2:26][CH2:27]1)=[O:32]. (2) Given the reactants Br[C:2]1[CH:11]=[CH:10][CH:9]=[C:8]2[C:3]=1[C:4](=[O:31])[N:5]([C:24]1[CH:29]=[CH:28][CH:27]=[C:26]([F:30])[CH:25]=1)[C:6]([C@@H:12]1[CH2:16][CH2:15][CH2:14][N:13]1[C:17]([O:19][C:20]([CH3:23])([CH3:22])[CH3:21])=[O:18])=[N:7]2.[CH3:32][S:33]([O-:35])=[O:34].[Na+].C(=O)([O-])[O-].[Cs+].[Cs+].N1CCC[C@H]1C(O)=O, predict the reaction product. The product is: [F:30][C:26]1[CH:25]=[C:24]([N:5]2[C:4](=[O:31])[C:3]3[C:8](=[CH:9][CH:10]=[CH:11][C:2]=3[S:33]([CH3:32])(=[O:35])=[O:34])[N:7]=[C:6]2[C@@H:12]2[CH2:16][CH2:15][CH2:14][N:13]2[C:17]([O:19][C:20]([CH3:23])([CH3:21])[CH3:22])=[O:18])[CH:29]=[CH:28][CH:27]=1.